From a dataset of Catalyst prediction with 721,799 reactions and 888 catalyst types from USPTO. Predict which catalyst facilitates the given reaction. (1) Reactant: Cl.[CH2:2]([O:4][C:5]1[CH:23]=[C:22]([F:24])[C:8]([CH2:9][N:10]2[C:18]3[C:13](=[CH:14][CH:15]=[CH:16][CH:17]=3)[C:12]([C:19](=[NH:21])[NH2:20])=[N:11]2)=[C:7]([F:25])[CH:6]=1)[CH3:3].[CH3:26][O:27][CH:28]([C:31]#[N:32])[C:29]#[N:30].C(N(CC)CC)C. Product: [CH2:2]([O:4][C:5]1[CH:6]=[C:7]([F:25])[C:8]([CH2:9][N:10]2[C:18]3[C:13](=[CH:14][CH:15]=[CH:16][CH:17]=3)[C:12]([C:19]3[N:20]=[C:31]([NH2:32])[C:28]([O:27][CH3:26])=[C:29]([NH2:30])[N:21]=3)=[N:11]2)=[C:22]([F:24])[CH:23]=1)[CH3:3]. The catalyst class is: 35. (2) Reactant: [Cl:1][C:2]1[CH:13]=[C:6]2[C:7]([O:9][C:10](=[O:12])[NH:11][C:5]2=[CH:4][CH:3]=1)=[O:8].[C:14](=O)([O-])[O-].[Na+].[Na+].S(OC)(OC)(=O)=O.Cl. Product: [Cl:1][C:2]1[CH:13]=[C:6]2[C:7]([O:9][C:10](=[O:12])[N:11]([CH3:14])[C:5]2=[CH:4][CH:3]=1)=[O:8]. The catalyst class is: 9. (3) Reactant: Br[CH:2]1[CH2:7][N:6]([C:8]([O:10][CH2:11][C:12]2[CH:17]=[CH:16][CH:15]=[CH:14][CH:13]=2)=[O:9])[CH2:5][C:4]([CH3:19])([CH3:18])[C:3]1=O.[C:21]([NH2:24])(=[O:23])[CH3:22]. Product: [CH3:22][C:21]1[O:23][C:2]2[CH2:7][N:6]([C:8]([O:10][CH2:11][C:12]3[CH:17]=[CH:16][CH:15]=[CH:14][CH:13]=3)=[O:9])[CH2:5][C:4]([CH3:19])([CH3:18])[C:3]=2[N:24]=1. The catalyst class is: 2. (4) Reactant: B(F)(F)F.CCOCC.[CH3:10][N:11]([CH3:43])[C:12]([C:14]1[C:15]2[CH2:16][CH2:17][C@@H:18]([C:36]3[CH:41]=[CH:40][CH:39]=[CH:38][C:37]=3[CH3:42])[O:19][C:20]=2[C:21]2[N:25]=[C:24]([CH3:26])[N:23](COCC[Si](C)(C)C)[C:22]=2[CH:35]=1)=[O:13]. Product: [CH3:43][N:11]([CH3:10])[C:12]([C:14]1[C:15]2[CH2:16][CH2:17][C@@H:18]([C:36]3[CH:41]=[CH:40][CH:39]=[CH:38][C:37]=3[CH3:42])[O:19][C:20]=2[C:21]2[N:25]=[C:24]([CH3:26])[NH:23][C:22]=2[CH:35]=1)=[O:13]. The catalyst class is: 4. (5) Reactant: [OH:1][C:2]1[CH:9]=[CH:8][CH:7]=[CH:6][C:3]=1[CH2:4][OH:5].C(=O)([O-])[O-].[K+].[K+].[Si:16]([O:23][CH2:24][CH2:25]Br)([C:19]([CH3:22])([CH3:21])[CH3:20])([CH3:18])[CH3:17]. Product: [Si:16]([O:23][CH2:24][CH2:25][O:1][C:2]1[CH:9]=[CH:8][CH:7]=[CH:6][C:3]=1[CH2:4][OH:5])([C:19]([CH3:22])([CH3:21])[CH3:20])([CH3:18])[CH3:17]. The catalyst class is: 483. (6) Reactant: Br[C:2]1[N:6]2[N:7]=[C:8]([C:11]3[CH:31]=[CH:30][C:14]([C:15]([N:17]4[CH2:22][CH2:21][N:20]([C:23]([O:25][C:26]([CH3:29])([CH3:28])[CH3:27])=[O:24])[CH2:19][CH2:18]4)=[O:16])=[CH:13][CH:12]=3)[CH:9]=[CH:10][C:5]2=[N:4][CH:3]=1.C([O-])([O-])=O.[Cs+].[Cs+].CC1(C)C(C)(C)OB([C:46]2[CH:47]=[C:48]3[C:52](=[CH:53][CH:54]=2)[NH:51][C:50](=[O:55])[CH2:49]3)O1. Product: [O:55]=[C:50]1[CH2:49][C:48]2[C:52](=[CH:53][CH:54]=[C:46]([C:2]3[N:6]4[N:7]=[C:8]([C:11]5[CH:31]=[CH:30][C:14]([C:15]([N:17]6[CH2:18][CH2:19][N:20]([C:23]([O:25][C:26]([CH3:28])([CH3:29])[CH3:27])=[O:24])[CH2:21][CH2:22]6)=[O:16])=[CH:13][CH:12]=5)[CH:9]=[CH:10][C:5]4=[N:4][CH:3]=3)[CH:47]=2)[NH:51]1. The catalyst class is: 710. (7) Reactant: [NH2:1][C:2]1[C:7]([C:8]#[N:9])=[C:6]([C:10]2[CH:15]=[CH:14][CH:13]=[CH:12][C:11]=2[F:16])[C:5]([C:17]#[N:18])=[C:4]([O:19][CH2:20][CH:21]([F:23])[F:22])[N:3]=1.[H-].[Na+].[CH3:26][O:27][CH2:28][C:29](Cl)=[O:30].[OH-].[Na+]. Product: [C:8]([C:7]1[C:2]([NH:1][C:29](=[O:30])[CH2:28][O:27][CH3:26])=[N:3][C:4]([O:19][CH2:20][CH:21]([F:23])[F:22])=[C:5]([C:17]#[N:18])[C:6]=1[C:10]1[CH:15]=[CH:14][CH:13]=[CH:12][C:11]=1[F:16])#[N:9]. The catalyst class is: 1. (8) Reactant: F[C:2]1[CH:9]=[CH:8][C:5]([C:6]#[N:7])=[C:4]([O:10][CH3:11])[CH:3]=1.[N:12]1([C:17]2[CH2:22][CH2:21][C:20]([CH3:24])([CH3:23])[CH:19]([NH2:25])[CH:18]=2)[CH:16]=[CH:15][N:14]=[CH:13]1. Product: [N:12]1([C:17]2[CH2:22][CH2:21][C:20]([CH3:23])([CH3:24])[CH:19]([NH:25][C:2]3[CH:9]=[CH:8][C:5]([C:6]#[N:7])=[C:4]([O:10][CH3:11])[CH:3]=3)[CH:18]=2)[CH:16]=[CH:15][N:14]=[CH:13]1. The catalyst class is: 41. (9) Reactant: O[CH:2]([C:5]1([NH:8][C:9](=[O:15])[O:10]C(C)(C)C)[CH2:7][CH2:6]1)[CH2:3][OH:4].[H-].[Na+]. Product: [OH:4][CH2:3][CH:2]1[C:5]2([CH2:6][CH2:7]2)[NH:8][C:9](=[O:10])[O:15]1. The catalyst class is: 20.